This data is from Full USPTO retrosynthesis dataset with 1.9M reactions from patents (1976-2016). The task is: Predict the reactants needed to synthesize the given product. Given the product [CH3:17][O:16][C:14]1[N:5]=[C:6]2[C:11]([CH2:10][CH2:9][C:8](=[O:21])[NH:7]2)=[CH:12][CH:13]=1, predict the reactants needed to synthesize it. The reactants are: CC(C)(C)C([NH:5][C:6]1[C:11]([CH2:12][CH2:13][C:14]([O:16][CH2:17]CCC)=O)=[CH:10][CH:9]=[C:8]([O:21]C)[N:7]=1)=O.Cl.C([O-])([O-])=O.[K+].[K+].